Dataset: Full USPTO retrosynthesis dataset with 1.9M reactions from patents (1976-2016). Task: Predict the reactants needed to synthesize the given product. (1) Given the product [C:2]1([C:39]2[CH:44]=[CH:43][CH:42]=[CH:41][CH:40]=2)[CH:7]=[CH:6][C:5]([C:8]2[CH:13]=[C:12]([C:14]3[CH:19]=[CH:18][CH:17]=[CH:16][N:15]=3)[N:11]=[C:10]([C:20]3[CH:25]=[CH:24][CH:23]=[C:22]([N:26]4[C:34]5[CH:33]=[CH:32][CH:31]=[CH:30][C:29]=5[C:28]5[CH:35]=[N:36][CH:37]=[CH:38][C:27]4=5)[N:21]=3)[CH:9]=2)=[CH:4][CH:3]=1, predict the reactants needed to synthesize it. The reactants are: Br[C:2]1[CH:7]=[CH:6][C:5]([C:8]2[CH:13]=[C:12]([C:14]3[CH:19]=[CH:18][CH:17]=[CH:16][N:15]=3)[N:11]=[C:10]([C:20]3[CH:25]=[CH:24][CH:23]=[C:22]([N:26]4[C:34]5[CH:33]=[CH:32][CH:31]=[CH:30][C:29]=5[C:28]5[CH:35]=[N:36][CH:37]=[CH:38][C:27]4=5)[N:21]=3)[CH:9]=2)=[CH:4][CH:3]=1.[C:39]1(B(O)O)[CH:44]=[CH:43][CH:42]=[CH:41][CH:40]=1.C(=O)([O-])[O-].[K+].[K+].C1(C)C=CC=CC=1. (2) Given the product [C:22]([O:26][C:27]([N:29]1[CH2:34][CH2:33][CH:32]([CH2:35][CH2:36][N:12]2[CH2:13][CH2:14][N:9]([C:6]3[CH:5]=[CH:4][C:3]([S:2][CH3:1])=[CH:8][CH:7]=3)[C:10](=[O:15])[CH2:11]2)[CH2:31][CH2:30]1)=[O:28])([CH3:25])([CH3:24])[CH3:23], predict the reactants needed to synthesize it. The reactants are: [CH3:1][S:2][C:3]1[CH:8]=[CH:7][C:6]([N:9]2[CH2:14][CH2:13][NH:12][CH2:11][C:10]2=[O:15])=[CH:5][CH:4]=1.C([O-])([O-])=O.[K+].[K+].[C:22]([O:26][C:27]([N:29]1[CH2:34][CH2:33][CH:32]([CH2:35][CH2:36]OS(C)(=O)=O)[CH2:31][CH2:30]1)=[O:28])([CH3:25])([CH3:24])[CH3:23]. (3) Given the product [F:21][C:22]1[CH:27]=[CH:26][C:25]([C:28]([F:31])([F:30])[F:29])=[CH:24][C:23]=1[NH:32][C:33]([NH:1][C:2]1[CH:19]=[CH:18][C:5]([O:6][C:7]2[C:16]3[N:15]=[CH:14][C:13](=[O:17])[NH:12][C:11]=3[N:10]=[CH:9][CH:8]=2)=[CH:4][C:3]=1[F:20])=[O:34], predict the reactants needed to synthesize it. The reactants are: [NH2:1][C:2]1[CH:19]=[CH:18][C:5]([O:6][C:7]2[C:16]3[N:15]=[CH:14][C:13](=[O:17])[NH:12][C:11]=3[N:10]=[CH:9][CH:8]=2)=[CH:4][C:3]=1[F:20].[F:21][C:22]1[CH:27]=[CH:26][C:25]([C:28]([F:31])([F:30])[F:29])=[CH:24][C:23]=1[N:32]=[C:33]=[O:34]. (4) Given the product [Cl:22][C:20]1[CH:1]=[C:2]([CH:3]=[CH:4][C:19]=1[Cl:24])[CH2:29][NH:26][C:16]([C:10]1[O:11][CH:12]=[CH:13][C:14](=[O:15])[C:9]=1[O:8][CH2:1][C:2]1[CH:3]=[CH:4][CH:5]=[CH:6][CH:7]=1)=[O:18], predict the reactants needed to synthesize it. The reactants are: [CH2:1]([O:8][C:9]1[C:14](=[O:15])[CH:13]=[CH:12][O:11][C:10]=1[C:16]([OH:18])=O)[C:2]1[CH:7]=[CH:6][CH:5]=[CH:4][CH:3]=1.[C:19]([Cl:24])(=O)[C:20]([Cl:22])=O.C[N:26]([CH3:29])C=O. (5) Given the product [Br:2][C:3]1[CH:8]=[CH:7][C:6]([F:9])=[CH:5][C:4]=1[N:10]1[C:16]([CH3:18])=[N:15][C:13]([CH3:12])=[N:11]1, predict the reactants needed to synthesize it. The reactants are: Cl.[Br:2][C:3]1[CH:8]=[CH:7][C:6]([F:9])=[CH:5][C:4]=1[NH:10][NH2:11].[CH3:12][C:13]([NH:15][C:16]([CH3:18])=O)=O.